This data is from NCI-60 drug combinations with 297,098 pairs across 59 cell lines. The task is: Regression. Given two drug SMILES strings and cell line genomic features, predict the synergy score measuring deviation from expected non-interaction effect. Drug 1: CC1C(C(CC(O1)OC2CC(CC3=C2C(=C4C(=C3O)C(=O)C5=C(C4=O)C(=CC=C5)OC)O)(C(=O)C)O)N)O.Cl. Drug 2: CNC(=O)C1=NC=CC(=C1)OC2=CC=C(C=C2)NC(=O)NC3=CC(=C(C=C3)Cl)C(F)(F)F. Cell line: SF-539. Synergy scores: CSS=16.2, Synergy_ZIP=-5.52, Synergy_Bliss=-1.51, Synergy_Loewe=-9.12, Synergy_HSA=0.409.